Dataset: Catalyst prediction with 721,799 reactions and 888 catalyst types from USPTO. Task: Predict which catalyst facilitates the given reaction. (1) Reactant: [F:1][C:2]1[CH:3]=[C:4]([C:18]([N:20]2[CH2:25][CH2:24][O:23][CH2:22][CH2:21]2)=[O:19])[CH:5]=[CH:6][C:7]=1[C:8]1[CH:9]=[CH:10][C:11]2[N:12]([C:14](I)=[CH:15][N:16]=2)[N:13]=1.[C:26]([C:28]1[CH:33]=[CH:32][N:31]=[C:30]([NH2:34])[CH:29]=1)#[CH:27].CN(C=[O:39])C. Product: [CH:24]([OH:23])=[O:39].[NH2:34][C:30]1[CH:29]=[C:28]([C:26]#[C:27][C:14]2[N:12]3[N:13]=[C:8]([C:7]4[CH:6]=[CH:5][C:4]([C:18]([N:20]5[CH2:25][CH2:24][O:23][CH2:22][CH2:21]5)=[O:19])=[CH:3][C:2]=4[F:1])[CH:9]=[CH:10][C:11]3=[N:16][CH:15]=2)[CH:33]=[CH:32][N:31]=1. The catalyst class is: 778. (2) Reactant: [C:1]1([C:7]2[N:8]=[C:9]3[C:15]4[CH:16]=[CH:17][CH:18]=[CH:19][C:14]=4[NH:13][C:12]4[N:20]=[CH:21][CH:22]=[CH:23][C:11]=4[N:10]3[C:24]=2[C:25]2[CH:30]=[CH:29][C:28]([C@@H:31]([NH:33]C(=O)OC(C)(C)C)[CH3:32])=[CH:27][CH:26]=2)[CH:6]=[CH:5][CH:4]=[CH:3][CH:2]=1.[ClH:41]. Product: [ClH:41].[C:1]1([C:7]2[N:8]=[C:9]3[C:15]4[CH:16]=[CH:17][CH:18]=[CH:19][C:14]=4[NH:13][C:12]4[N:20]=[CH:21][CH:22]=[CH:23][C:11]=4[N:10]3[C:24]=2[C:25]2[CH:26]=[CH:27][C:28]([C@@H:31]([NH2:33])[CH3:32])=[CH:29][CH:30]=2)[CH:2]=[CH:3][CH:4]=[CH:5][CH:6]=1. The catalyst class is: 269. (3) Reactant: [CH2:1]([O:3][C:4]([C:6]1[NH:7][C:8]2[C:13]([CH:14]=1)=[CH:12][C:11]([OH:15])=[CH:10][CH:9]=2)=[O:5])[CH3:2].[CH:16]([N:19]1[CH2:24][CH2:23][CH:22](O)[CH2:21]C1)([CH3:18])[CH3:17].C1(P(C2C=CC=CC=2)C2C=CC=CC=2)C=CC=CC=1.CC(OC(/N=N/C(OC(C)C)=O)=O)C. Product: [CH2:1]([O:3][C:4]([C:6]1[NH:7][C:8]2[C:13]([CH:14]=1)=[CH:12][C:11]([O:15][CH:22]1[CH2:23][CH2:24][N:19]([CH:16]([CH3:17])[CH3:18])[CH2:21]1)=[CH:10][CH:9]=2)=[O:5])[CH3:2]. The catalyst class is: 7. (4) Reactant: [OH:1][CH:2]1[C:6]2([CH2:10][CH2:9][CH2:8][CH2:7]2)[CH2:5][N:4]([C:11]([O:13][C:14]([CH3:17])([CH3:16])[CH3:15])=[O:12])[CH2:3]1.C1C=C[NH+]=CC=1.C1C=C[NH+]=CC=1.[O-][Cr](O[Cr]([O-])(=O)=O)(=O)=O. Product: [O:1]=[C:2]1[C:6]2([CH2:10][CH2:9][CH2:8][CH2:7]2)[CH2:5][N:4]([C:11]([O:13][C:14]([CH3:17])([CH3:16])[CH3:15])=[O:12])[CH2:3]1. The catalyst class is: 2.